From a dataset of Full USPTO retrosynthesis dataset with 1.9M reactions from patents (1976-2016). Predict the reactants needed to synthesize the given product. (1) Given the product [OH:7][C:8]1[C:13]([N+:14]([O-:16])=[O:15])=[CH:12][CH:11]=[CH:10][C:9]=1[C:17](=[O:28])/[CH:18]=[CH:19]/[C:20]1[CH:21]=[CH:22][CH:23]=[CH:24][C:25]=1[S:3]([CH3:29])(=[O:5])=[O:2], predict the reactants needed to synthesize it. The reactants are: O[O:2][S:3]([O-:5])=O.[K+].[OH:7][C:8]1[C:13]([N+:14]([O-:16])=[O:15])=[CH:12][CH:11]=[CH:10][C:9]=1[C:17](=[O:28])/[CH:18]=[CH:19]/[C:20]1[CH:25]=[CH:24][CH:23]=[CH:22][C:21]=1SC.[CH2:29]1COCC1.CO. (2) Given the product [CH3:16][N:6]1[C:7]2[C:3](=[C:2]([CH3:1])[CH:10]=[CH:9][CH:8]=2)[C:4]([CH2:11][C:12]#[N:13])=[CH:5]1, predict the reactants needed to synthesize it. The reactants are: [CH3:1][C:2]1[CH:10]=[CH:9][CH:8]=[C:7]2[C:3]=1[C:4]([CH2:11][C:12]#[N:13])=[CH:5][NH:6]2.[H-].[Na+].[CH3:16]I. (3) Given the product [OH:23][NH:22][C:11](=[NH:12])[CH2:10][O:9][C:8]1[CH:7]=[CH:6][C:5]([S:2]([CH3:1])(=[O:3])=[O:4])=[CH:14][CH:13]=1, predict the reactants needed to synthesize it. The reactants are: [CH3:1][S:2]([C:5]1[CH:14]=[CH:13][C:8]([O:9][CH2:10][C:11]#[N:12])=[CH:7][CH:6]=1)(=[O:4])=[O:3].C([O-])([O-])=O.[K+].[K+].Cl.[NH2:22][OH:23]. (4) Given the product [C:11]([C:10]1[CH:19]=[CH:20][C:21]2[N:22]=[C:28]([C:30]3[O:34][C:33]([C:35]([OH:37])=[O:36])=[CH:32][CH:31]=3)[NH:7][C:8]=2[CH:9]=1)(=[O:12])[C:13]1[CH:18]=[CH:17][CH:16]=[CH:15][CH:14]=1, predict the reactants needed to synthesize it. The reactants are: CN(C)C(=O)C.[NH2:7][C:8]1[CH:9]=[C:10]([CH:19]=[CH:20][C:21]=1[NH2:22])[C:11]([C:13]1[CH:18]=[CH:17][CH:16]=[CH:15][CH:14]=1)=[O:12].S([O-])(O)=O.[Na+].[CH:28]([C:30]1[O:34][C:33]([C:35]([OH:37])=[O:36])=[CH:32][CH:31]=1)=O. (5) Given the product [OH:20][C:13]1[CH:14]=[N:15][C:16]2[C:12]([C:3]=1[C:4]([OH:6])=[O:5])=[CH:11][C:10]([O:9][CH3:8])=[CH:18][CH:17]=2, predict the reactants needed to synthesize it. The reactants are: ClC[C:3](=O)[C:4]([OH:6])=[O:5].[CH3:8][O:9][C:10]1[CH:11]=[C:12]2[C:16](=[CH:17][CH:18]=1)[NH:15][C:14](=O)[C:13]2=[O:20].[OH-].[K+].S([O-])(O)=O.[Na+].Cl.